This data is from Reaction yield outcomes from USPTO patents with 853,638 reactions. The task is: Predict the reaction yield, written as a fraction of the theoretical maximum amount of product (1.0 means a 100% yield; for example, 0.34 means a 34% yield). (1) The yield is 0.250. The catalyst is ClC(Cl)C.CCOC(C)=O. The reactants are [O:1]=[C:2]1[NH:11][C:10]2[N:9]=[C:8]([O:12][CH2:13][CH2:14][CH2:15][CH:16]=O)[CH:7]=[CH:6][C:5]=2[CH2:4][CH2:3]1.[Cl:18][C:19]1[CH:20]=[CH:21][C:22]([O:31][CH:32]([CH3:34])[CH3:33])=[C:23]([N:25]2[CH2:30][CH2:29][NH:28][CH2:27][CH2:26]2)[CH:24]=1.[BH-](OC(C)=O)(OC(C)=O)OC(C)=O.[Na+]. The product is [Cl:18][C:19]1[CH:20]=[CH:21][C:22]([O:31][CH:32]([CH3:34])[CH3:33])=[C:23]([N:25]2[CH2:26][CH2:27][N:28]([CH2:16][CH2:15][CH2:14][CH2:13][O:12][C:8]3[N:9]=[C:10]4[C:5]([CH2:4][CH2:3][C:2](=[O:1])[NH:11]4)=[CH:6][CH:7]=3)[CH2:29][CH2:30]2)[CH:24]=1. (2) The catalyst is C1COCC1. The yield is 0.430. The reactants are [NH2:1][C:2]1[N:6]([CH3:7])[C:5](=[O:8])[C:4]([C:19]2[CH:24]=[CH:23][CH:22]=[C:21]([NH2:25])[CH:20]=2)([C:9]2[CH:14]=[CH:13][C:12]([O:15][CH:16]([F:18])[F:17])=[CH:11][CH:10]=2)[N:3]=1.[C:26]([Cl:29])(=[O:28])[CH3:27].CCN(CC)CC. The product is [ClH:29].[NH2:1][C:2]1[N:6]([CH3:7])[C:5](=[O:8])[C:4]([C:19]2[CH:20]=[C:21]([NH:25][C:26](=[O:28])[CH3:27])[CH:22]=[CH:23][CH:24]=2)([C:9]2[CH:14]=[CH:13][C:12]([O:15][CH:16]([F:17])[F:18])=[CH:11][CH:10]=2)[N:3]=1. (3) The product is [Cl:15][C:16]1[CH:17]=[C:18]([CH:22]=[CH:23][CH:24]=1)[C:19]([NH:21][C:2]1[CH:7]=[N:6][CH:5]=[C:4]([O:8][C:9]2[CH:10]=[N:11][CH:12]=[CH:13][CH:14]=2)[N:3]=1)=[O:20]. The catalyst is C1(C)C=CC=CC=1.C(Cl)Cl.CC([O-])=O.CC([O-])=O.[Pd+2]. The yield is 0.730. The reactants are Cl[C:2]1[CH:7]=[N:6][CH:5]=[C:4]([O:8][C:9]2[CH:10]=[N:11][CH:12]=[CH:13][CH:14]=2)[N:3]=1.[Cl:15][C:16]1[CH:17]=[C:18]([CH:22]=[CH:23][CH:24]=1)[C:19]([NH2:21])=[O:20].CC([O-])(C)C.[Na+].CC1(C)C2C(=C(P(C3C=CC=CC=3)C3C=CC=CC=3)C=CC=2)OC2C(P(C3C=CC=CC=3)C3C=CC=CC=3)=CC=CC1=2. (4) The reactants are Cl.[CH3:2][S:3]([CH:6]1[CH2:11][CH2:10][NH:9][CH2:8][CH2:7]1)(=[O:5])=[O:4].C(N(C(C)C)CC)(C)C.Cl[C:22]1[N:23]([CH2:44][C:45]([F:48])([F:47])[F:46])[C:24]2[C:29]([N:30]=1)=[C:28]([N:31]1[CH2:36][CH2:35][O:34][CH2:33][CH2:32]1)[N:27]=[C:26]([C:37]1[CH:38]=[N:39][C:40]([NH2:43])=[N:41][CH:42]=1)[N:25]=2. The catalyst is CN1CCCC1=O. The product is [CH3:2][S:3]([CH:6]1[CH2:11][CH2:10][N:9]([C:22]2[N:23]([CH2:44][C:45]([F:46])([F:48])[F:47])[C:24]3[C:29]([N:30]=2)=[C:28]([N:31]2[CH2:32][CH2:33][O:34][CH2:35][CH2:36]2)[N:27]=[C:26]([C:37]2[CH:42]=[N:41][C:40]([NH2:43])=[N:39][CH:38]=2)[N:25]=3)[CH2:8][CH2:7]1)(=[O:5])=[O:4]. The yield is 0.330.